Task: Predict the reaction yield, written as a fraction of the theoretical maximum amount of product (1.0 means a 100% yield; for example, 0.34 means a 34% yield).. Dataset: Reaction yield outcomes from USPTO patents with 853,638 reactions (1) The reactants are Cl.[NH2:2][C@@H:3]([C:5]1[C:10]([F:11])=[CH:9][C:8]([NH:12][S:13]([CH3:16])(=[O:15])=[O:14])=[C:7]([CH3:17])[CH:6]=1)[CH3:4].F[P-](F)(F)(F)(F)F.C[N+](C)=C(N(C)C)ON1C2N=CC=CC=2N=N1.[OH:42][C:43]([C:46]1[CH:55]=[CH:54][C:53]2[CH2:52][CH:51]([C:56](O)=[O:57])[CH2:50][CH2:49][C:48]=2[N:47]=1)([CH3:45])[CH3:44].C(N(CC)C(C)C)(C)C. The catalyst is CN1CCCC1=O. The product is [F:11][C:10]1[CH:9]=[C:8]([NH:12][S:13]([CH3:16])(=[O:15])=[O:14])[C:7]([CH3:17])=[CH:6][C:5]=1[C@H:3]([NH:2][C:56]([CH:51]1[CH2:50][CH2:49][C:48]2[N:47]=[C:46]([C:43]([OH:42])([CH3:44])[CH3:45])[CH:55]=[CH:54][C:53]=2[CH2:52]1)=[O:57])[CH3:4]. The yield is 0.540. (2) The reactants are [Cl:1][C:2]1[CH:3]=[CH:4][CH:5]=[C:6]([OH:10])[C:7]=1[CH:8]=[O:9].[H-].[Na+].I[CH2:14][C:15]([NH2:17])=[O:16]. The catalyst is CN(C=O)C. The product is [Cl:1][C:2]1[C:7]([CH:8]=[O:9])=[C:6]([CH:5]=[CH:4][CH:3]=1)[O:10][CH2:14][C:15]([NH2:17])=[O:16]. The yield is 0.900. (3) The reactants are [CH3:1][C@H:2]1[C@H:7]([CH3:8])[N:6]2[C:9]3[N:15]=[C:14]([C:16]([O:18]CC)=[O:17])[CH:13]=[CH:12][C:10]=3[CH:11]=[C:5]2[C:4](=[O:21])[NH:3]1.[OH-].[Na+]. The catalyst is C(O)C. The product is [CH3:1][C@H:2]1[C@H:7]([CH3:8])[N:6]2[C:9]3[N:15]=[C:14]([C:16]([OH:18])=[O:17])[CH:13]=[CH:12][C:10]=3[CH:11]=[C:5]2[C:4](=[O:21])[NH:3]1. The yield is 0.920. (4) The reactants are C(OC([N:8]1[CH2:13][CH2:12][C:11]2[N:14]([CH2:25][CH:26]([OH:42])[CH2:27][N:28]3[CH2:33][CH2:32][N:31]([C:34]4[CH:39]=[CH:38][CH:37]=[CH:36][C:35]=4[C:40]#[N:41])[CH2:30][CH2:29]3)[N:15]=[C:16]([C:17]3[CH:22]=[CH:21][C:20]([Cl:23])=[C:19]([CH3:24])[CH:18]=3)[C:10]=2[CH2:9]1)=O)(C)(C)C.C(Cl)Cl. The catalyst is FC(F)(F)C(O)=O. The product is [Cl:23][C:20]1[CH:21]=[CH:22][C:17]([C:16]2[C:10]3[CH2:9][NH:8][CH2:13][CH2:12][C:11]=3[N:14]([CH2:25][CH:26]([OH:42])[CH2:27][N:28]3[CH2:33][CH2:32][N:31]([C:34]4[CH:39]=[CH:38][CH:37]=[CH:36][C:35]=4[C:40]#[N:41])[CH2:30][CH2:29]3)[N:15]=2)=[CH:18][C:19]=1[CH3:24]. The yield is 0.990. (5) The reactants are [N:1]1[CH:6]=[CH:5][CH:4]=[CH:3][CH:2]=1.[F:7][C:8]([F:21])([F:20])[S:9]([O:12]S(C(F)(F)F)(=O)=O)(=[O:11])=[O:10]. The catalyst is C(Cl)Cl. The product is [O:12]([C:2]1[CH:3]=[CH:4][CH:5]=[CH:6][N:1]=1)[S:9]([C:8]([F:21])([F:20])[F:7])(=[O:11])=[O:10]. The yield is 0.700.